Dataset: Reaction yield outcomes from USPTO patents with 853,638 reactions. Task: Predict the reaction yield, written as a fraction of the theoretical maximum amount of product (1.0 means a 100% yield; for example, 0.34 means a 34% yield). (1) The reactants are C[O:2][C:3]1[CH:4]=[C:5]([CH:20]=[CH:21][CH:22]=1)[O:6][C:7]1[CH:12]=[CH:11][N:10]=[C:9]([NH:13][C:14]2[S:15][CH:16]=[C:17]([CH3:19])[N:18]=2)[CH:8]=1.BrB(Br)Br.CC(=CC)C.C([O-])(O)=O.[Na+]. The catalyst is O.ClCCl. The product is [CH3:19][C:17]1[N:18]=[C:14]([NH:13][C:9]2[CH:8]=[C:7]([O:6][C:5]3[CH:4]=[C:3]([OH:2])[CH:22]=[CH:21][CH:20]=3)[CH:12]=[CH:11][N:10]=2)[S:15][CH:16]=1. The yield is 0.643. (2) The reactants are [O:1]=[C:2]1[C:11]2[CH:10]=[CH:9][CH:8]=[C:7]3[NH:12][CH:13]([C:21]4[CH:22]=[C:23]([CH:26]=[CH:27][CH:28]=4)[CH:24]=O)[CH:14]([C:15]4[CH:20]=[CH:19][CH:18]=[CH:17][CH:16]=4)[C:5]([C:6]=23)=[N:4][NH:3]1.CO.[CH3:31][NH:32][CH3:33].C([BH3-])#N.[Na+].C(O)(=O)C. The catalyst is CO. The product is [CH3:31][N:32]([CH2:24][C:23]1[CH:22]=[C:21]([CH:13]2[NH:12][C:7]3[C:6]4[C:5](=[N:4][NH:3][C:2](=[O:1])[C:11]=4[CH:10]=[CH:9][CH:8]=3)[CH:14]2[C:15]2[CH:20]=[CH:19][CH:18]=[CH:17][CH:16]=2)[CH:28]=[CH:27][CH:26]=1)[CH3:33]. The yield is 0.640. (3) The reactants are CC1(C)[O:6][C@@H:5]([CH2:7][CH2:8][NH:9][C:10]([CH:12]2[CH:16]([C:17]3[CH:22]=[CH:21][CH:20]=[C:19]([Cl:23])[C:18]=3[F:24])[C:15]([C:27]3[CH:32]=[CH:31][C:30]([Cl:33])=[CH:29][C:28]=3[F:34])([C:25]#[N:26])[CH:14]([CH2:35][C:36]([CH3:44])([CH3:43])[CH2:37][CH2:38][NH:39][C:40](=[O:42])[CH3:41])[NH:13]2)=[O:11])[CH2:4][O:3]1.Cl. The catalyst is O1CCCC1. The product is [OH:6][C@H:5]([CH2:4][OH:3])[CH2:7][CH2:8][NH:9][C:10]([CH:12]1[CH:16]([C:17]2[CH:22]=[CH:21][CH:20]=[C:19]([Cl:23])[C:18]=2[F:24])[C:15]([C:27]2[CH:32]=[CH:31][C:30]([Cl:33])=[CH:29][C:28]=2[F:34])([C:25]#[N:26])[CH:14]([CH2:35][C:36]([CH3:43])([CH3:44])[CH2:37][CH2:38][NH:39][C:40](=[O:42])[CH3:41])[NH:13]1)=[O:11]. The yield is 0.890. (4) The reactants are [Br:1][C:2]1[CH:3]=[CH:4][C:5]([F:24])=[C:6]([C:8]([NH:17][S@@](C(C)(C)C)=O)([CH3:16])[CH2:9][C:10]2[CH2:15][CH2:14][CH2:13][CH2:12][CH:11]=2)[CH:7]=1.Cl. The catalyst is CO. The product is [Br:1][C:2]1[CH:3]=[CH:4][C:5]([F:24])=[C:6]([C:8]([NH2:17])([CH3:16])[CH2:9][C:10]2[CH2:15][CH2:14][CH2:13][CH2:12][CH:11]=2)[CH:7]=1. The yield is 0.407. (5) The reactants are [C:1](N1C=CN=C1)(N1C=CN=C1)=[O:2].[C:13]([O:17][C:18]([CH3:21])([CH3:20])[CH3:19])(=[O:16])[NH:14][NH2:15].[C:22]([N:25]1[CH2:30][CH2:29][N:28]([C:31]2[CH:32]=[CH:33][C:34]([CH2:37][CH2:38][C:39]3[CH:44]=[CH:43][C:42]([CH2:45][NH2:46])=[CH:41][CH:40]=3)=[N:35][CH:36]=2)[CH2:27][CH2:26]1)(=[O:24])[CH3:23]. The catalyst is O1CCCC1. The product is [C:22]([N:25]1[CH2:26][CH2:27][N:28]([C:31]2[CH:32]=[CH:33][C:34]([CH2:37][CH2:38][C:39]3[CH:40]=[CH:41][C:42]([CH2:45][NH:46][C:1]([NH:15][NH:14][C:13]([O:17][C:18]([CH3:21])([CH3:20])[CH3:19])=[O:16])=[O:2])=[CH:43][CH:44]=3)=[N:35][CH:36]=2)[CH2:29][CH2:30]1)(=[O:24])[CH3:23]. The yield is 0.761. (6) The reactants are [O:1]=[C:2]1[NH:7][C:6]2[CH:8]=[C:9]([CH:12]=O)[CH:10]=[CH:11][C:5]=2[S:4][CH2:3]1.[CH3:14][O:15][C:16]1[CH:25]=[C:24]2[C:19]([N:20]=[CH:21][C:22]([S:26][CH2:27][CH2:28][N:29]3[CH2:34][CH2:33][CH:32]([NH2:35])[CH2:31][CH2:30]3)=[N:23]2)=[CH:18][CH:17]=1. No catalyst specified. The product is [CH3:14][O:15][C:16]1[CH:25]=[C:24]2[C:19]([N:20]=[CH:21][C:22]([S:26][CH2:27][CH2:28][N:29]3[CH2:30][CH2:31][CH:32]([NH:35][CH2:12][C:9]4[CH:10]=[CH:11][C:5]5[S:4][CH2:3][C:2](=[O:1])[NH:7][C:6]=5[CH:8]=4)[CH2:33][CH2:34]3)=[N:23]2)=[CH:18][CH:17]=1. The yield is 0.480. (7) The reactants are [CH2:1]1[C:11]2=[C:12]3[C:7](=[CH:8][CH:9]=[CH:10]2)[C:6]([CH2:13][NH:14][CH3:15])=[CH:5][CH:4]=[C:3]3[CH2:2]1.[NH2:16][C:17]1[N:22]=[CH:21][C:20](/[CH:23]=[CH:24]/[C:25]([OH:27])=O)=[CH:19][CH:18]=1.C1C=CC2N(O)N=NC=2C=1.C(N(C(C)C)CC)(C)C.CCN=C=NCCCN(C)C.[ClH:58]. The catalyst is CN(C=O)C.O. The product is [ClH:58].[CH2:1]1[C:11]2=[C:12]3[C:7](=[CH:8][CH:9]=[CH:10]2)[C:6]([CH2:13][N:14]([CH3:15])[C:25](=[O:27])/[CH:24]=[CH:23]/[C:20]2[CH:21]=[N:22][C:17]([NH2:16])=[CH:18][CH:19]=2)=[CH:5][CH:4]=[C:3]3[CH2:2]1. The yield is 0.320. (8) The reactants are [Cl:1][C:2]1[CH:3]=[C:4]([C:8](=[N:16]O)[CH2:9][C:10]2[CH:15]=[CH:14][N:13]=[CH:12][N:11]=2)[CH:5]=[CH:6][CH:7]=1.FC(F)(F)C(OC(=O)C(F)(F)F)=O.C(N(CC)CC)C. The catalyst is COCCOC.[Fe](Cl)Cl. The product is [Cl:1][C:2]1[CH:3]=[C:4]([C:8]2[CH:9]=[C:10]3[N:11]([CH:12]=[N:13][CH:14]=[CH:15]3)[N:16]=2)[CH:5]=[CH:6][CH:7]=1. The yield is 0.690.